From a dataset of Reaction yield outcomes from USPTO patents with 853,638 reactions. Predict the reaction yield, written as a fraction of the theoretical maximum amount of product (1.0 means a 100% yield; for example, 0.34 means a 34% yield). (1) The reactants are [CH:1]1([CH:7]([NH:18][C:19]2[CH:24]=[CH:23][C:22]([C:25]([N:27]([CH3:35])[CH2:28][CH2:29][C:30]([O:32]CC)=[O:31])=[O:26])=[CH:21][CH:20]=2)[C:8]2[S:16][C:11]3=[CH:12][N:13]=[CH:14][CH:15]=[C:10]3[C:9]=2[CH3:17])[CH2:6][CH2:5][CH2:4][CH2:3][CH2:2]1.O1CCCC1.[OH-].[Na+]. The catalyst is C(O)C. The product is [CH:1]1([CH:7]([NH:18][C:19]2[CH:20]=[CH:21][C:22]([C:25]([N:27]([CH3:35])[CH2:28][CH2:29][C:30]([OH:32])=[O:31])=[O:26])=[CH:23][CH:24]=2)[C:8]2[S:16][C:11]3=[CH:12][N:13]=[CH:14][CH:15]=[C:10]3[C:9]=2[CH3:17])[CH2:6][CH2:5][CH2:4][CH2:3][CH2:2]1. The yield is 0.560. (2) The reactants are Cl[C:2]1[N:7]=[C:6]([O:8][CH3:9])[N:5]=[C:4]([NH:10][C:11]2[CH:16]=[CH:15][C:14]([N:17]3[CH:21]=[C:20]([CH3:22])[N:19]=[CH:18]3)=[C:13]([O:23][CH3:24])[CH:12]=2)[N:3]=1.[NH:25]1[CH2:30][CH2:29][CH2:28][CH2:27][CH2:26]1. The catalyst is C(OCC)(=O)C. The product is [CH3:24][O:23][C:13]1[CH:12]=[C:11]([NH:10][C:4]2[N:5]=[C:6]([O:8][CH3:9])[N:7]=[C:2]([N:25]3[CH2:30][CH2:29][CH2:28][CH2:27][CH2:26]3)[N:3]=2)[CH:16]=[CH:15][C:14]=1[N:17]1[CH:21]=[C:20]([CH3:22])[N:19]=[CH:18]1. The yield is 0.220. (3) The reactants are [CH3:1][C:2]1[C:3]([O:13][CH2:14][CH:15](O)[CH3:16])=[CH:4][N:5]2[C:10]=1[C:9]([S:11][CH3:12])=[N:8][CH:7]=[N:6]2.C1(P(C2C=CC=CC=2)C2C=CC=CC=2)C=CC=CC=1.N(C(OCC)=O)=NC(OCC)=O.C1(P([N:63]=[N+:64]=[N-:65])(C2C=CC=CC=2)=O)C=CC=CC=1. The catalyst is O1CCCC1. The product is [N:63]([CH:15]([CH3:16])[CH2:14][O:13][C:3]1[C:2]([CH3:1])=[C:10]2[N:5]([CH:4]=1)[N:6]=[CH:7][N:8]=[C:9]2[S:11][CH3:12])=[N+:64]=[N-:65]. The yield is 0.570. (4) The yield is 0.950. The product is [OH:8][C:9]1[C:14](=[O:15])[CH:13]=[CH:12][N:11]([CH2:16][C:17]([F:20])([F:18])[F:19])[CH:10]=1. The catalyst is [Pd].C(O)C. The reactants are C([O:8][C:9]1[C:14](=[O:15])[CH:13]=[CH:12][N:11]([CH2:16][C:17]([F:20])([F:19])[F:18])[CH:10]=1)C1C=CC=CC=1.[H][H]. (5) The reactants are [F:1][C:2]([F:7])([F:6])[C:3]([OH:5])=[O:4].[C:8]1([C:14]2[CH:19]=[C:18]([CH:20]3[CH2:25][CH2:24][NH:23][CH2:22][CH2:21]3)[CH:17]=[CH:16][C:15]=2[NH:26][C:27]([C:29]2[NH:30][CH:31]=[C:32]([C:34]#[N:35])[N:33]=2)=[O:28])[CH2:13][CH2:12][CH2:11][CH2:10][CH:9]=1.CCN(CC)CC.[C:43](#[N:46])[CH:44]=[CH2:45].CO. The catalyst is ClCCCl. The product is [F:1][C:2]([F:7])([F:6])[C:3]([OH:5])=[O:4].[C:43]([CH2:44][CH2:45][N:23]1[CH2:22][CH2:21][CH:20]([C:18]2[CH:17]=[CH:16][C:15]([NH:26][C:27]([C:29]3[NH:30][CH:31]=[C:32]([C:34]#[N:35])[N:33]=3)=[O:28])=[C:14]([C:8]3[CH2:13][CH2:12][CH2:11][CH2:10][CH:9]=3)[CH:19]=2)[CH2:25][CH2:24]1)#[N:46]. The yield is 0.950. (6) The reactants are [CH3:1][C:2]1[N:3]=[C:4]([C:20]2[CH:25]=[CH:24][C:23]([C:26]([F:29])([F:28])[F:27])=[CH:22][CH:21]=2)[S:5][C:6]=1[CH2:7][S:8][C:9]1[CH:10]=[C:11]2[C:16](=[CH:17][CH:18]=1)[C:15](=[O:19])[CH2:14][CH2:13][CH2:12]2.O.[C:31]([OH:35])(=[O:34])[CH:32]=O. The catalyst is CCOC(C)=O. The product is [CH3:1][C:2]1[N:3]=[C:4]([C:20]2[CH:25]=[CH:24][C:23]([C:26]([F:29])([F:27])[F:28])=[CH:22][CH:21]=2)[S:5][C:6]=1[CH2:7][S:8][C:9]1[CH:10]=[C:11]2[C:16](=[CH:17][CH:18]=1)[C:15](=[O:19])[C:14](=[CH:32][C:31]([OH:35])=[O:34])[CH2:13][CH2:12]2. The yield is 0.450. (7) The catalyst is CCOCC. The product is [Si:18]([O:17][CH2:16][C@@H:15]([CH3:25])[CH2:14][N:7]1[C:6]2[CH:12]=[C:2]([CH3:1])[CH:3]=[CH:4][C:5]=2[O:10][CH2:9][C:8]1=[O:11])([C:21]([CH3:22])([CH3:23])[CH3:24])([CH3:19])[CH3:20]. The reactants are [CH3:1][C:2]1[CH:3]=[CH:4][C:5]2[O:10][CH2:9][C:8](=[O:11])[NH:7][C:6]=2[CH:12]=1.Br[CH2:14][C@H:15]([CH3:25])[CH2:16][O:17][Si:18]([C:21]([CH3:24])([CH3:23])[CH3:22])([CH3:20])[CH3:19].C([O-])([O-])=O.[Cs+].[Cs+].CN(C=O)C. The yield is 0.880.